Dataset: Full USPTO retrosynthesis dataset with 1.9M reactions from patents (1976-2016). Task: Predict the reactants needed to synthesize the given product. (1) The reactants are: [C:1]([C:3]1[C:7]([CH3:8])=[C:6]([NH:9][C:10]([NH:12][C@H:13]2[C@H:17]([C:18]3[CH:23]=[CH:22][C:21]([F:24])=[C:20]([F:25])[CH:19]=3)[CH2:16][N:15]([CH2:26][CH2:27][O:28][CH3:29])[CH2:14]2)=[O:11])[N:5]([C:30]2[CH:35]=[CH:34][CH:33]=[CH:32][CH:31]=2)[N:4]=1)#[N:2].[OH-:36].[Na+]. Given the product [F:25][C:20]1[CH:19]=[C:18]([C@@H:17]2[CH2:16][N:15]([CH2:26][CH2:27][O:28][CH3:29])[CH2:14][C@H:13]2[NH:12][C:10](=[O:11])[NH:9][C:6]2[N:5]([C:30]3[CH:31]=[CH:32][CH:33]=[CH:34][CH:35]=3)[N:4]=[C:3]([C:1]([NH2:2])=[O:36])[C:7]=2[CH3:8])[CH:23]=[CH:22][C:21]=1[F:24], predict the reactants needed to synthesize it. (2) Given the product [F:29][C:27]1[CH:26]=[CH:25][C:24]([N+:30]([O-:32])=[O:31])=[C:23]([CH:28]=1)[O:21][CH:18]1[CH2:19][CH2:20][C:15]2([O:14][CH2:13][CH2:12][O:11]2)[CH2:16][CH2:17]1, predict the reactants needed to synthesize it. The reactants are: [Li+].C[Si]([N-][Si](C)(C)C)(C)C.[O:11]1[C:15]2([CH2:20][CH2:19][CH:18]([OH:21])[CH2:17][CH2:16]2)[O:14][CH2:13][CH2:12]1.F[C:23]1[CH:28]=[C:27]([F:29])[CH:26]=[CH:25][C:24]=1[N+:30]([O-:32])=[O:31].